Dataset: Full USPTO retrosynthesis dataset with 1.9M reactions from patents (1976-2016). Task: Predict the reactants needed to synthesize the given product. (1) Given the product [CH2:1]([C@@H:8]1[C@@H:16]([CH2:17][O:18][CH2:19][CH:20]([CH3:22])[CH3:21])[C@H:15]([CH3:23])[O:14][C:13](=[O:24])[C@@H:12]([NH:25][C:26](=[O:32])[O:27][C:28]([CH3:30])([CH3:29])[CH3:31])[CH2:11][O:10][CH2:9]1)[C:2]1[CH:7]=[CH:6][CH:5]=[CH:4][CH:3]=1, predict the reactants needed to synthesize it. The reactants are: [CH2:1]([C@@H:8]1[C@@H:16]([CH2:17][O:18][CH2:19][C:20]([CH3:22])=[CH2:21])[C@H:15]([CH3:23])[O:14][C:13](=[O:24])[C@@H:12]([NH:25][C:26](=[O:32])[O:27][C:28]([CH3:31])([CH3:30])[CH3:29])[CH2:11][O:10][CH2:9]1)[C:2]1[CH:7]=[CH:6][CH:5]=[CH:4][CH:3]=1. (2) The reactants are: [CH2:1]([C:4]1[CH:9]=[CH:8][N:7]=[C:6]([NH2:10])[CH:5]=1)[CH2:2][CH3:3].[C:11]([O:15][C:16]([N:18]1[CH2:22][CH2:21][C@H:20]([NH:23][C:24]2[C:32]3[C:27](=[N:28][CH:29]=[CH:30][C:31]=3[O:33][C:34]3[CH:42]=[CH:41][C:37]([C:38](O)=[O:39])=[CH:36][CH:35]=3)[N:26]([CH2:43][C:44]3[CH:49]=[CH:48][C:47]([O:50][CH3:51])=[CH:46][CH:45]=3)[N:25]=2)[CH2:19]1)=[O:17])([CH3:14])([CH3:13])[CH3:12].O=P(Cl)(Cl)Cl. Given the product [CH3:51][O:50][C:47]1[CH:46]=[CH:45][C:44]([CH2:43][N:26]2[C:27]3=[N:28][CH:29]=[CH:30][C:31]([O:33][C:34]4[CH:35]=[CH:36][C:37]([C:38](=[O:39])[NH:10][C:6]5[CH:5]=[C:4]([CH2:1][CH2:2][CH3:3])[CH:9]=[CH:8][N:7]=5)=[CH:41][CH:42]=4)=[C:32]3[C:24]([NH:23][C@H:20]3[CH2:21][CH2:22][N:18]([C:16]([O:15][C:11]([CH3:12])([CH3:14])[CH3:13])=[O:17])[CH2:19]3)=[N:25]2)=[CH:49][CH:48]=1, predict the reactants needed to synthesize it.